From a dataset of Reaction yield outcomes from USPTO patents with 853,638 reactions. Predict the reaction yield, written as a fraction of the theoretical maximum amount of product (1.0 means a 100% yield; for example, 0.34 means a 34% yield). (1) The reactants are [CH3:1][CH:2]1[CH:7]=[C:6]([CH3:8])[CH2:5][CH2:4][C:3]1([C:12](=[O:16])[CH2:13][CH:14]=[CH2:15])[C:9]([CH3:11])=[CH2:10].C(N(CC)CC)C. The catalyst is C(Cl)Cl. The product is [CH3:1][CH:2]1[CH:7]=[C:6]([CH3:8])[CH2:5][CH2:4][C:3]1([C:12](=[O:16])[CH:13]=[CH:14][CH3:15])[C:9]([CH3:11])=[CH2:10]. The yield is 0.800. (2) The reactants are F[C:2]1([O:9][C:10]#[C:11][CH3:12])[CH:7]=[C:6]([F:8])[CH:5]=[CH:4][CH2:3]1.[F:13]C1C=C(O)C=C(F)C=1. No catalyst specified. The product is [F:8][C:6]1[CH:7]=[C:2]([O:9][CH2:10][C:11]#[CH:12])[CH:3]=[C:4]([F:13])[CH:5]=1. The yield is 0.670. (3) The reactants are [CH2:1]([O:3][C:4](=[O:17])[C:5]1[CH:10]=[CH:9][C:8]([CH3:11])=[C:7]([N:12]2[CH:16]=[CH:15][CH:14]=[N:13]2)[CH:6]=1)[CH3:2].[Br:18]Br. The catalyst is C(Cl)(Cl)Cl. The product is [CH2:1]([O:3][C:4](=[O:17])[C:5]1[CH:10]=[CH:9][C:8]([CH3:11])=[C:7]([N:12]2[CH:16]=[C:15]([Br:18])[CH:14]=[N:13]2)[CH:6]=1)[CH3:2]. The yield is 0.990.